This data is from Retrosynthesis with 50K atom-mapped reactions and 10 reaction types from USPTO. The task is: Predict the reactants needed to synthesize the given product. (1) Given the product CCOP(=O)(Cc1cc(OCOC)c(CC=C(C)CCC=C(C)CO[Si](c2ccccc2)(c2ccccc2)C(C)(C)C)c(OCOC)c1)OCC, predict the reactants needed to synthesize it. The reactants are: CCOP(OCC)OCC.COCOc1cc(CI)cc(OCOC)c1CC=C(C)CCC=C(C)CO[Si](c1ccccc1)(c1ccccc1)C(C)(C)C. (2) Given the product Cc1ccc(S(=O)(=O)OCCc2ccc(OCc3ccccc3)c(C(N)=O)c2)cc1, predict the reactants needed to synthesize it. The reactants are: Cc1ccc(S(=O)(=O)Cl)cc1.NC(=O)c1cc(CCO)ccc1OCc1ccccc1. (3) The reactants are: O=C(Nc1cnc(CCOC2CCCCO2)cn1)[C@H](CC1CCOCC1)c1ccc(S(=O)(=O)C2CC2)c(C2CC2)c1. Given the product O=C(Nc1cnc(CCO)cn1)[C@H](CC1CCOCC1)c1ccc(S(=O)(=O)C2CC2)c(C2CC2)c1, predict the reactants needed to synthesize it. (4) The reactants are: CC(c1ccc(Br)cc1Cl)C(O)(c1ccc2c(c1)N(C)C(=O)CO2)C(F)(F)F.O=C(O)c1ccccc1B(O)O. Given the product CC(c1ccc(-c2ccccc2C(=O)O)cc1Cl)C(O)(c1ccc2c(c1)N(C)C(=O)CO2)C(F)(F)F, predict the reactants needed to synthesize it. (5) Given the product CC(=O)N1CCN(C2CCC(n3nc(-c4ccc(Oc5ccccc5)c(N)c4)c4c(NC(=O)OC(C)(C)C)ncnc43)CC2)CC1, predict the reactants needed to synthesize it. The reactants are: CC(=O)N1CCN(C2CCC(n3nc(-c4ccc(Oc5ccccc5)c([N+](=O)[O-])c4)c4c(NC(=O)OC(C)(C)C)ncnc43)CC2)CC1. (6) Given the product CCC(C)(C)CC(O)CNC(=O)C(Cc1ccc(-c2cn(C)nc2NC(=O)OC(C)(C)C)cc1)NC(C)=O, predict the reactants needed to synthesize it. The reactants are: CCC(C)(C)CC(O)CN.COC(=O)C(Cc1ccc(-c2cn(C)nc2NC(=O)OC(C)(C)C)cc1)NC(C)=O. (7) Given the product OCc1c(-c2c(Cl)cccc2Cl)noc1C1CCC1, predict the reactants needed to synthesize it. The reactants are: CCOC(=O)c1c(-c2c(Cl)cccc2Cl)noc1C1CCC1.